This data is from Full USPTO retrosynthesis dataset with 1.9M reactions from patents (1976-2016). The task is: Predict the reactants needed to synthesize the given product. (1) The reactants are: CS(OCC[N:8]1[C:16]2[N:15]=[C:14]([NH2:17])[N:13]3[N:18]=[C:19]([C:21]4[O:22][CH:23]=[CH:24][CH:25]=4)[N:20]=[C:12]3[C:11]=2[CH:10]=[CH:9]1)(=O)=O.Cl.[F:27][C:28]1[CH:33]=[C:32]([F:34])[CH:31]=[CH:30][C:29]=1[CH:35](N1CCNCC1)[C:36](=O)C.[CH3:45][CH2:46][N:47]([CH:51](C)C)[CH:48](C)C.[CH3:54][N:55]([CH:57]=[O:58])[CH3:56]. Given the product [NH2:17][C:14]1[N:13]2[N:18]=[C:19]([C:21]3[O:22][CH:23]=[CH:24][CH:25]=3)[N:20]=[C:12]2[C:11]2[CH:10]=[CH:9][N:8]([CH2:45][CH2:46][N:47]3[CH2:51][CH2:56][N:55]([C:57](=[O:58])[CH2:36][CH2:35][C:29]4[CH:30]=[CH:31][C:32]([F:34])=[CH:33][C:28]=4[F:27])[CH2:54][CH2:48]3)[C:16]=2[N:15]=1, predict the reactants needed to synthesize it. (2) Given the product [SH:14][CH2:13][C:12]([NH:1][C:2]1[NH:6][N:5]=[C:4]([C:7]2[S:8][CH:9]=[CH:10][CH:11]=2)[CH:3]=1)=[O:15], predict the reactants needed to synthesize it. The reactants are: [NH2:1][C:2]1[NH:6][N:5]=[C:4]([C:7]2[S:8][CH:9]=[CH:10][CH:11]=2)[CH:3]=1.[C:12](O)(=[O:15])[CH2:13][SH:14].[Al]. (3) Given the product [CH3:31][O:30][N:29]([CH3:28])[C:11]([CH2:10][CH2:9][C:1]([C:2]1[CH:3]=[CH:4][CH:5]=[CH:6][CH:7]=1)=[O:8])=[O:13], predict the reactants needed to synthesize it. The reactants are: [C:1]([CH2:9][CH2:10][C:11]([OH:13])=O)(=[O:8])[C:2]1[CH:7]=[CH:6][CH:5]=[CH:4][CH:3]=1.C(N(CC)CC)C.CC(C)(C)C(Cl)=O.[CH3:28][NH:29][O:30][CH3:31].Cl. (4) Given the product [CH:12]([C@H:13]1[N:23]2[C@@H:17]([S:18][CH2:19][CH2:20][C@H:21]([NH:25][C:26](=[O:32])[O:27][C:28]([CH3:30])([CH3:29])[CH3:31])[C:22]2=[O:24])[CH2:16][CH2:15][CH2:14]1)=[O:11], predict the reactants needed to synthesize it. The reactants are: C(Cl)(C(Cl)=O)=O.CS(C)=O.[OH:11][CH2:12][C@H:13]1[N:23]2[C@@H:17]([S:18][CH2:19][CH2:20][C@H:21]([NH:25][C:26](=[O:32])[O:27][C:28]([CH3:31])([CH3:30])[CH3:29])[C:22]2=[O:24])[CH2:16][CH2:15][CH2:14]1. (5) Given the product [C:20]([NH:19][CH2:18][C@@H:16]1[O:15][C:14](=[O:23])[N:13]([C:10]2[CH:9]=[CH:8][C:7]([C:1]34[CH2:6][CH:5]3[CH2:4][N:3]([C:32]([O:34][CH3:35])=[O:33])[CH2:2]4)=[CH:12][CH:11]=2)[CH2:17]1)(=[O:22])[CH3:21], predict the reactants needed to synthesize it. The reactants are: [C:1]12([C:7]3[CH:12]=[CH:11][C:10]([N:13]4[CH2:17][C@H:16]([CH2:18][NH:19][C:20](=[O:22])[CH3:21])[O:15][C:14]4=[O:23])=[CH:9][CH:8]=3)[CH2:6][CH:5]1[CH2:4][NH:3][CH2:2]2.C(N(CC)CC)C.Cl[C:32]([O:34][CH3:35])=[O:33].